This data is from Forward reaction prediction with 1.9M reactions from USPTO patents (1976-2016). The task is: Predict the product of the given reaction. (1) Given the reactants [OH:1][C:2]1[CH:9]=[CH:8][C:5]([CH:6]=[O:7])=[CH:4][C:3]=1[CH3:10].CC(C)([O-])C.[K+].[CH3:17][NH:18][C:19]([C:21]1[CH:26]=[C:25](Cl)[CH:24]=[CH:23][N:22]=1)=[O:20].C(=O)([O-])[O-].[K+].[K+], predict the reaction product. The product is: [CH3:17][NH:18][C:19]([C:21]1[CH:26]=[C:25]([O:1][C:2]2[CH:9]=[CH:8][C:5]([CH:6]=[O:7])=[CH:4][C:3]=2[CH3:10])[CH:24]=[CH:23][N:22]=1)=[O:20]. (2) Given the reactants [CH2:1]([O:8][C:9]([N:11]1[CH2:16][CH2:15][NH:14][CH:13]([CH2:17][C:18]2[CH:23]=[CH:22][CH:21]=[C:20]([O:24][CH3:25])[C:19]=2[O:26][CH3:27])[CH2:12]1)=[O:10])[C:2]1[CH:7]=[CH:6][CH:5]=[CH:4][CH:3]=1.C(N(CC)CC)C.[F:35][C:36]([F:51])([F:50])[C:37]1[CH:38]=[C:39]([CH:43]=[C:44]([C:46]([F:49])([F:48])[F:47])[CH:45]=1)[C:40](Cl)=[O:41].C(=O)([O-])O.[Na+], predict the reaction product. The product is: [F:35][C:36]([F:50])([F:51])[C:37]1[CH:38]=[C:39]([CH:43]=[C:44]([C:46]([F:49])([F:47])[F:48])[CH:45]=1)[C:40]([N:14]1[CH2:15][CH2:16][N:11]([C:9]([O:8][CH2:1][C:2]2[CH:3]=[CH:4][CH:5]=[CH:6][CH:7]=2)=[O:10])[CH2:12][CH:13]1[CH2:17][C:18]1[CH:23]=[CH:22][CH:21]=[C:20]([O:24][CH3:25])[C:19]=1[O:26][CH3:27])=[O:41].